Dataset: Forward reaction prediction with 1.9M reactions from USPTO patents (1976-2016). Task: Predict the product of the given reaction. The product is: [N+:16]([C:8]1[CH:9]=[C:10]2[C:5]([CH2:4][CH2:3][NH:2][CH2:1]2)=[CH:6][CH:7]=1)([O-:18])=[O:17]. Given the reactants [CH2:1]1[C:10]2[C:5](=[CH:6][CH:7]=[CH:8][CH:9]=2)[CH2:4][CH2:3][NH:2]1.S([O-])([O-])(=O)=O.[N+:16]([O-])([O-:18])=[O:17].[K+].[NH4+], predict the reaction product.